The task is: Predict the reactants needed to synthesize the given product.. This data is from Full USPTO retrosynthesis dataset with 1.9M reactions from patents (1976-2016). (1) Given the product [N+:14]([C:10]1[CH:9]=[C:8]([C:5]2[CH:6]=[CH:7][C:2]3[NH:1][C:18](=[O:19])[O:17][C:3]=3[CH:4]=2)[CH:13]=[CH:12][CH:11]=1)([O-:16])=[O:15], predict the reactants needed to synthesize it. The reactants are: [NH2:1][C:2]1[CH:7]=[CH:6][C:5]([C:8]2[CH:13]=[CH:12][CH:11]=[C:10]([N+:14]([O-:16])=[O:15])[CH:9]=2)=[CH:4][C:3]=1[OH:17].[C:18](N1C=CN=C1)(N1C=CN=C1)=[O:19]. (2) Given the product [NH2:17][CH2:16][C:13]1[N:11]2[N:12]=[C:7]([NH:6][CH2:5][C:4]3[CH:18]=[CH:19][C:20]([Cl:21])=[C:2]([Cl:1])[CH:3]=3)[CH:8]=[CH:9][C:10]2=[N:15][CH:14]=1, predict the reactants needed to synthesize it. The reactants are: [Cl:1][C:2]1[CH:3]=[C:4]([CH:18]=[CH:19][C:20]=1[Cl:21])[CH2:5][NH:6][C:7]1[CH:8]=[CH:9][C:10]2[N:11]([C:13]([C:16]#[N:17])=[CH:14][N:15]=2)[N:12]=1. (3) Given the product [NH2:4][CH2:3][C@H:2]([C@@H:23]1[CH:22]=[CH:21][CH2:25][O:24]1)[OH:1], predict the reactants needed to synthesize it. The reactants are: [OH:1][CH2:2][CH2:3][NH:4]C(=O)[O-].[Cl-].[NH4+].CC1C=CC(S(O[C@H:21]2[CH2:25][O:24][C@@H:23]3[C@@H](Br)CO[C@H:22]23)(=O)=O)=CC=1.N. (4) Given the product [C:37]([OH:44])(=[O:43])/[CH:38]=[CH:39]\[C:40]([OH:42])=[O:41].[C:37]([OH:44])(=[O:43])/[CH:38]=[CH:39]\[C:40]([OH:42])=[O:41].[C:37]([OH:44])(=[O:43])/[CH:38]=[CH:39]\[C:40]([OH:42])=[O:41].[CH3:1][N:2]1[CH2:7][CH2:6][CH:5]([N:8]2[CH2:13][CH2:12][CH:11]([N:14]3[C:18]4=[N:19][CH:20]=[N:21][C:22]([NH2:23])=[C:17]4[C:16]([C:24]4[CH:29]=[CH:28][C:27]([O:30][C:31]5[CH:32]=[CH:33][CH:34]=[CH:35][CH:36]=5)=[CH:26][CH:25]=4)=[N:15]3)[CH2:10][CH2:9]2)[CH2:4][CH2:3]1, predict the reactants needed to synthesize it. The reactants are: [CH3:1][N:2]1[CH2:7][CH2:6][CH:5]([N:8]2[CH2:13][CH2:12][CH:11]([N:14]3[C:18]4=[N:19][CH:20]=[N:21][C:22]([NH2:23])=[C:17]4[C:16]([C:24]4[CH:29]=[CH:28][C:27]([O:30][C:31]5[CH:36]=[CH:35][CH:34]=[CH:33][CH:32]=5)=[CH:26][CH:25]=4)=[N:15]3)[CH2:10][CH2:9]2)[CH2:4][CH2:3]1.[C:37]([OH:44])(=[O:43])/[CH:38]=[CH:39]\[C:40]([OH:42])=[O:41].